From a dataset of Full USPTO retrosynthesis dataset with 1.9M reactions from patents (1976-2016). Predict the reactants needed to synthesize the given product. (1) Given the product [O:11]1[C:15]2[CH:16]=[CH:17][C:18]([C:20]3[N:9]=[C:5]4[CH:4]=[C:3]([N:2]([CH3:10])[CH3:1])[CH:8]=[CH:7][N:6]4[CH:21]=3)=[CH:19][C:14]=2[O:13][CH2:12]1, predict the reactants needed to synthesize it. The reactants are: [CH3:1][N:2]([CH3:10])[C:3]1[CH:8]=[CH:7][N:6]=[C:5]([NH2:9])[CH:4]=1.[O:11]1[C:15]2[CH:16]=[CH:17][C:18]([C:20](=O)[CH2:21]Br)=[CH:19][C:14]=2[O:13][CH2:12]1. (2) Given the product [CH3:1][C:2]1[CH:3]=[C:4]([N:9]2[C:13](=[O:14])[C:12](=[N:15][NH:16][C:17]3[C:18]([OH:32])=[C:19]([C:23]4[CH:28]=[CH:27][CH:26]=[C:25]([C:29]([OH:31])=[O:30])[CH:24]=4)[CH:20]=[CH:21][CH:22]=3)[C:11]([CH3:34])=[N:10]2)[CH:5]=[CH:6][C:7]=1[CH3:8], predict the reactants needed to synthesize it. The reactants are: [CH3:1][C:2]1[CH:3]=[C:4]([N:9]2[C:13](=[O:14])[C:12](=[N:15][NH:16][C:17]3[C:18]([O:32]C)=[C:19]([C:23]4[CH:28]=[CH:27][CH:26]=[C:25]([C:29]([OH:31])=[O:30])[CH:24]=4)[CH:20]=[CH:21][CH:22]=3)[C:11]([CH3:34])=[N:10]2)[CH:5]=[CH:6][C:7]=1[CH3:8].C(O)(=O)C. (3) Given the product [NH2:1][C:2]1[CH:3]=[C:4]([C:12]([NH:30][C:28](=[O:23])[CH3:29])([CH3:14])[CH3:13])[CH:5]=[C:6]([C:8]([F:11])([F:10])[F:9])[CH:7]=1, predict the reactants needed to synthesize it. The reactants are: [NH2:1][C:2]1[CH:3]=[C:4]([C:12](O)([CH3:14])[CH3:13])[CH:5]=[C:6]([C:8]([F:11])([F:10])[F:9])[CH:7]=1.S(=O)(=O)(O)O.O.C([O-])([O-])=[O:23].[Na+].[Na+].[C:28](#[N:30])[CH3:29]. (4) Given the product [F:21][CH2:24][C:25]([C:27]1[C:32]([N+:33]([O-:35])=[O:34])=[CH:31][CH:30]=[C:29]([CH3:36])[N:28]=1)=[O:26], predict the reactants needed to synthesize it. The reactants are: [B-](F)(F)(F)F.[B-](F)(F)(F)F.C1[N+]2(CCl)CC[N+]([F:21])(CC2)C1.C([O:24][C:25]([C:27]1[C:32]([N+:33]([O-:35])=[O:34])=[CH:31][CH:30]=[C:29]([CH3:36])[N:28]=1)=[CH2:26])C. (5) Given the product [CH3:1][C:2]1[CH:7]=[CH:6][C:5]([S:8]([O:11][CH2:12][CH:13]2[CH2:17][C:16]3[CH:18]=[C:19]([C:23]#[N:24])[CH:20]=[C:21]([C:27]4[CH:28]=[CH:29][CH:30]=[CH:31][C:26]=4[CH3:25])[C:15]=3[O:14]2)(=[O:10])=[O:9])=[CH:4][CH:3]=1, predict the reactants needed to synthesize it. The reactants are: [CH3:1][C:2]1[CH:7]=[CH:6][C:5]([S:8]([O:11][CH2:12][CH:13]2[CH2:17][C:16]3[CH:18]=[C:19]([C:23]#[N:24])[CH:20]=[C:21](Br)[C:15]=3[O:14]2)(=[O:10])=[O:9])=[CH:4][CH:3]=1.[CH3:25][C:26]1[CH:31]=[CH:30][CH:29]=[CH:28][C:27]=1B(O)O.C(C1C=CC=CC=1B1OC(C)(C)C(C)(C)O1)(C)C. (6) Given the product [Cl:1][C:2]1[CH:7]=[CH:6][C:5]([C:8]2[C:9]([C:20]3[CH:21]=[CH:22][C:23]([S:27](=[O:30])(=[O:28])[NH2:31])=[CH:24][CH:25]=3)=[C:10]3[N:14]([C:15]=2[C:16]([O:18][CH3:19])=[O:17])[CH2:13][CH2:12][CH2:11]3)=[CH:4][CH:3]=1, predict the reactants needed to synthesize it. The reactants are: [Cl:1][C:2]1[CH:7]=[CH:6][C:5]([C:8]2[C:9]([C:20]3[CH:25]=[CH:24][CH:23]=[CH:22][CH:21]=3)=[C:10]3[N:14]([C:15]=2[C:16]([O:18][CH3:19])=[O:17])[CH2:13][CH2:12][CH2:11]3)=[CH:4][CH:3]=1.Cl[S:27]([OH:30])(=O)=[O:28].[NH3:31].O. (7) Given the product [Cl:30][C:31]1[C:36]([CH3:37])=[C:35]([C:2]2[C:10]3[C:9]([O:11][C@H:12]([CH2:18][C:19]4[CH:24]=[CH:23][CH:22]=[CH:21][C:20]=4[O:25][CH3:26])[C:13]([O:15][CH2:16][CH3:17])=[O:14])=[N:8][CH:7]=[N:6][C:5]=3[S:4][C:3]=2[C:27]#[C:28][CH3:29])[CH:34]=[C:33]([CH3:47])[C:32]=1[OH:48], predict the reactants needed to synthesize it. The reactants are: I[C:2]1[C:10]2[C:9]([O:11][C@H:12]([CH2:18][C:19]3[CH:24]=[CH:23][CH:22]=[CH:21][C:20]=3[O:25][CH3:26])[C:13]([O:15][CH2:16][CH3:17])=[O:14])=[N:8][CH:7]=[N:6][C:5]=2[S:4][C:3]=1[C:27]#[C:28][CH3:29].[Cl:30][C:31]1[C:36]([CH3:37])=[C:35](B2OC(C)(C)C(C)(C)O2)[CH:34]=[C:33]([CH3:47])[C:32]=1[OH:48].C([O-])([O-])=O.[Cs+].[Cs+].Cl. (8) Given the product [Cl:10][C:11]1[CH:12]=[C:17]([CH:18]=[CH:19][CH:20]=1)[CH:16]=[CH2:15], predict the reactants needed to synthesize it. The reactants are: ClC1C=CC=CC=1C=C.[Cl:10][C:11]1[CH:20]=[CH:19][CH:18]=[C:17]2[C:12]=1C=C[CH:15]=[CH:16]2. (9) Given the product [CH3:1][O:2][C:3](=[O:25])[CH2:4][C:5]1[C:14]([CH3:15])=[C:13]([C:48]2[CH:53]=[CH:52][C:51]([S:54]([N:57]3[CH2:58][CH2:59][CH2:60][CH2:61][CH2:62]3)(=[O:56])=[O:55])=[CH:50][CH:49]=2)[C:12]2[C:7](=[CH:8][CH:9]=[C:10]([F:24])[CH:11]=2)[CH:6]=1, predict the reactants needed to synthesize it. The reactants are: [CH3:1][O:2][C:3](=[O:25])[CH2:4][C:5]1[C:14]([CH3:15])=[C:13](OS(C(F)(F)F)(=O)=O)[C:12]2[C:7](=[CH:8][CH:9]=[C:10]([F:24])[CH:11]=2)[CH:6]=1.C1(P(C2C=CC=CC=2)C2C=CC=CC=2)C=CC=CC=1.B([C:48]1[CH:53]=[CH:52][C:51]([S:54]([N:57]2[CH2:62][CH2:61][CH2:60][CH2:59][CH2:58]2)(=[O:56])=[O:55])=[CH:50][CH:49]=1)(O)O.C(=O)([O-])[O-].[Na+].[Na+].